The task is: Regression. Given two drug SMILES strings and cell line genomic features, predict the synergy score measuring deviation from expected non-interaction effect.. This data is from NCI-60 drug combinations with 297,098 pairs across 59 cell lines. Drug 1: CC12CCC(CC1=CCC3C2CCC4(C3CC=C4C5=CN=CC=C5)C)O. Drug 2: CCC1=C2CN3C(=CC4=C(C3=O)COC(=O)C4(CC)O)C2=NC5=C1C=C(C=C5)O. Cell line: OVCAR-4. Synergy scores: CSS=12.4, Synergy_ZIP=-3.29, Synergy_Bliss=3.07, Synergy_Loewe=1.97, Synergy_HSA=3.99.